Task: Predict the reaction yield, written as a fraction of the theoretical maximum amount of product (1.0 means a 100% yield; for example, 0.34 means a 34% yield).. Dataset: Reaction yield outcomes from USPTO patents with 853,638 reactions The reactants are Br[C:2]1[C:7]([N+:8]([O-:10])=[O:9])=[CH:6][CH:5]=[CH:4][C:3]=1[OH:11].[CH2:12]([O:19][C:20]1[CH:25]=[CH:24][C:23](B(O)O)=[CH:22][CH:21]=1)[C:13]1[CH:18]=[CH:17][CH:16]=[CH:15][CH:14]=1.C([O-])([O-])=O.[Na+].[Na+]. The catalyst is O1CCOCC1.C1C=CC([P]([Pd]([P](C2C=CC=CC=2)(C2C=CC=CC=2)C2C=CC=CC=2)([P](C2C=CC=CC=2)(C2C=CC=CC=2)C2C=CC=CC=2)[P](C2C=CC=CC=2)(C2C=CC=CC=2)C2C=CC=CC=2)(C2C=CC=CC=2)C2C=CC=CC=2)=CC=1. The product is [CH2:12]([O:19][C:20]1[CH:25]=[CH:24][C:23]([C:2]2[C:3]([OH:11])=[CH:4][CH:5]=[CH:6][C:7]=2[N+:8]([O-:10])=[O:9])=[CH:22][CH:21]=1)[C:13]1[CH:18]=[CH:17][CH:16]=[CH:15][CH:14]=1. The yield is 0.800.